From a dataset of Catalyst prediction with 721,799 reactions and 888 catalyst types from USPTO. Predict which catalyst facilitates the given reaction. (1) Reactant: [Cl:1][C:2]1[C:12]2[CH2:11][CH2:10][C@H:9]([NH:13][C:14](=[O:16])[CH3:15])[CH2:8][C:7](=[O:17])[C:6]=2[C:5]([O:18][CH3:19])=[C:4]([N+:20]([O-:22])=[O:21])[CH:3]=1.[BH4-].[Na+].O. Product: [Cl:1][C:2]1[C:12]2[CH2:11][CH2:10][C@H:9]([NH:13][C:14](=[O:16])[CH3:15])[CH2:8][CH:7]([OH:17])[C:6]=2[C:5]([O:18][CH3:19])=[C:4]([N+:20]([O-:22])=[O:21])[CH:3]=1. The catalyst class is: 5. (2) Reactant: Cl[C:2]1[C:7]([CH2:8][CH2:9][O:10][CH3:11])=[C:6]([CH3:12])[N:5]=[C:4]([NH2:13])[N:3]=1.[CH2:14]([NH2:19])[CH2:15][CH2:16][CH2:17][CH3:18]. Product: [NH2:13][C:4]1[N:3]=[C:2]([NH:19][CH2:14][CH2:15][CH2:16][CH2:17][CH3:18])[C:7]([CH2:8][CH2:9][O:10][CH3:11])=[C:6]([CH3:12])[N:5]=1. The catalyst class is: 12.